From a dataset of Forward reaction prediction with 1.9M reactions from USPTO patents (1976-2016). Predict the product of the given reaction. Given the reactants [C:1]([O:5][C:6]([NH:8][C:9]1[S:13][CH:12]=[N:11][C:10]=1[C:14]([OH:16])=[O:15])=[O:7])([CH3:4])([CH3:3])[CH3:2].C1C(=O)N([Br:24])C(=O)C1, predict the reaction product. The product is: [Br:24][C:12]1[S:13][C:9]([NH:8][C:6]([O:5][C:1]([CH3:4])([CH3:2])[CH3:3])=[O:7])=[C:10]([C:14]([OH:16])=[O:15])[N:11]=1.